From a dataset of Reaction yield outcomes from USPTO patents with 853,638 reactions. Predict the reaction yield, written as a fraction of the theoretical maximum amount of product (1.0 means a 100% yield; for example, 0.34 means a 34% yield). (1) The reactants are Cl.[O:2]=[C:3]([N:21]1[CH2:26][CH2:25][NH:24][CH2:23][CH2:22]1)[CH2:4][NH:5][C:6](=[O:20])[C:7]1[CH:12]=[CH:11][C:10]([O:13][C:14]2[CH:19]=[CH:18][CH:17]=[CH:16][CH:15]=2)=[CH:9][CH:8]=1.[C:27]1([S:33](Cl)(=[O:35])=[O:34])[CH:32]=[CH:31][CH:30]=[CH:29][CH:28]=1.O. The catalyst is C(Cl)Cl. The product is [C:27]1([S:33]([N:24]2[CH2:23][CH2:22][N:21]([C:3](=[O:2])[CH2:4][NH:5][C:6](=[O:20])[C:7]3[CH:8]=[CH:9][C:10]([O:13][C:14]4[CH:19]=[CH:18][CH:17]=[CH:16][CH:15]=4)=[CH:11][CH:12]=3)[CH2:26][CH2:25]2)(=[O:35])=[O:34])[CH:32]=[CH:31][CH:30]=[CH:29][CH:28]=1. The yield is 0.470. (2) The reactants are [Cl:1][C:2]1[CH:3]=[CH:4][C:5]([NH:8][C:9]([C:11]2[CH:16]=[CH:15][CH:14]=[CH:13][C:12]=2[NH:17][C:18]([C:20]2[CH:25]=[CH:24][C:23]([C:26]3[CH:31]=[CH:30][CH:29]=[CH:28][C:27]=3[C:32]#[N:33])=[CH:22][CH:21]=2)=[O:19])=[O:10])=[N:6][CH:7]=1.Cl.[OH:35][NH2:36].C(N(CC)CC)C. The catalyst is C(O)C. The product is [Cl:1][C:2]1[CH:3]=[CH:4][C:5]([NH:8][C:9]([C:11]2[CH:16]=[CH:15][CH:14]=[CH:13][C:12]=2[NH:17][C:18]([C:20]2[CH:25]=[CH:24][C:23]([C:26]3[CH:31]=[CH:30][CH:29]=[CH:28][C:27]=3[CH:32]=[N:33][NH:36][OH:35])=[CH:22][CH:21]=2)=[O:19])=[O:10])=[N:6][CH:7]=1. The yield is 0.275. (3) The reactants are [NH2:1][CH:2]1[CH2:7][CH2:6][N:5]([CH2:8][CH2:9][N:10]2[C:19](=[O:20])[CH:18]=[CH:17][C:16]3[N:15]=[CH:14][C:13]([C:21]#[N:22])=[CH:12][C:11]2=3)[CH2:4][CH2:3]1.[O:23]1[C:32]2[CH:31]=[C:30]([CH:33]=O)[N:29]=[CH:28][C:27]=2[O:26][CH2:25][CH2:24]1.CO.[BH-](OC(C)=O)(OC(C)=O)OC(C)=O.[Na+].C(Cl)(Cl)[Cl:52]. No catalyst specified. The product is [ClH:52].[ClH:52].[O:23]1[C:32]2[CH:31]=[C:30]([CH2:33][NH:1][CH:2]3[CH2:3][CH2:4][N:5]([CH2:8][CH2:9][N:10]4[C:19](=[O:20])[CH:18]=[CH:17][C:16]5[N:15]=[CH:14][C:13]([C:21]#[N:22])=[CH:12][C:11]4=5)[CH2:6][CH2:7]3)[N:29]=[CH:28][C:27]=2[O:26][CH2:25][CH2:24]1. The yield is 0.920. (4) The reactants are C(Cl)(=O)C(Cl)=O.[F:7][C:8]1[CH:16]=[CH:15][C:11]([C:12]([OH:14])=O)=[CH:10][CH:9]=1.CCN(C(C)C)C(C)C.[CH3:26][O:27][C:28]1[CH:29]=[C:30]([CH2:36][CH2:37][C:38]2[CH:39]=[C:40]([NH2:43])[NH:41][N:42]=2)[CH:31]=[C:32]([O:34][CH3:35])[CH:33]=1. The catalyst is ClCCl.CN(C=O)C. The product is [CH3:35][O:34][C:32]1[CH:31]=[C:30]([CH2:36][CH2:37][C:38]2[CH:39]=[C:40]([NH:43][C:12](=[O:14])[C:11]3[CH:10]=[CH:9][C:8]([F:7])=[CH:16][CH:15]=3)[NH:41][N:42]=2)[CH:29]=[C:28]([O:27][CH3:26])[CH:33]=1. The yield is 0.0300. (5) The reactants are [N:1]1[CH:6]=[CH:5][CH:4]=[CH:3][C:2]=1[C:7]#[C:8][CH2:9][CH2:10]O.[Br:12][C:13]1[CH:14]=[CH:15][C:16](=[O:19])[NH:17][CH:18]=1. No catalyst specified. The product is [Br:12][C:13]1[CH:14]=[CH:15][C:16](=[O:19])[N:17]([CH2:10][CH2:9][C:8]#[C:7][C:2]2[CH:3]=[CH:4][CH:5]=[CH:6][N:1]=2)[CH:18]=1. The yield is 0.230. (6) The reactants are FC(F)(F)S(O[C:7]1[C:12]([CH3:13])=[CH:11][C:10]([N+:14]([O-:16])=[O:15])=[CH:9][C:8]=1[Br:17])(=O)=O.[CH:20]([Sn](CCCC)(CCCC)CCCC)=[CH2:21].[Li+].[Cl-].[OH-].[Na+]. The catalyst is C1C=CC(P(C2C=CC=CC=2)[C-]2C=CC=C2)=CC=1.C1C=CC(P(C2C=CC=CC=2)[C-]2C=CC=C2)=CC=1.Cl[Pd]Cl.[Fe+2].CN(C=O)C. The product is [Br:17][C:8]1[CH:9]=[C:10]([N+:14]([O-:16])=[O:15])[CH:11]=[C:12]([CH3:13])[C:7]=1[CH:20]=[CH2:21]. The yield is 0.300. (7) The reactants are [CH3:1][CH:2]([C:4]1[N:9]=[C:8]([N:10]([S:12]([CH3:15])(=[O:14])=[O:13])[CH3:11])[N:7]=[C:6]([C:16]2[CH:17]=[CH:18][C:19]([F:22])=[CH:20][CH:21]=2)[C:5]=1/[CH:23]=[CH:24]/[C@@H:25]([OH:33])[CH2:26][C@@H:27]([OH:32])[CH2:28][C:29]([OH:31])=[O:30])[CH3:3].C[N-]C.O.C(N)(C)(C)C. The catalyst is C(O)C. The product is [CH3:3][CH:2]([C:4]1[N:9]=[C:8]([N:10]([S:12]([CH3:15])(=[O:13])=[O:14])[CH3:11])[N:7]=[C:6]([C:16]2[CH:21]=[CH:20][C:19]([F:22])=[CH:18][CH:17]=2)[C:5]=1/[CH:23]=[CH:24]/[C@@H:25]([OH:33])[CH2:26][C@@H:27]([OH:32])[CH2:28][C:29]([OH:31])=[O:30])[CH3:1]. The yield is 0.900. (8) The reactants are [Br:1][C:2]1[CH:3]=[C:4]([C:15]([NH:17][CH2:18][C:19]2[C:20]([O:28]C)=[N:21][C:22]([CH2:26][OH:27])=[CH:23][C:24]=2[CH3:25])=[O:16])[C:5]2[C:6]([CH3:14])=[CH:7][N:8]([CH:11]([CH3:13])[CH3:12])[C:9]=2[CH:10]=1.Cl. The catalyst is O1CCCC1. The product is [Br:1][C:2]1[CH:3]=[C:4]([C:15]([NH:17][CH2:18][C:19]2[C:20](=[O:28])[NH:21][C:22]([CH2:26][OH:27])=[CH:23][C:24]=2[CH3:25])=[O:16])[C:5]2[C:6]([CH3:14])=[CH:7][N:8]([CH:11]([CH3:13])[CH3:12])[C:9]=2[CH:10]=1. The yield is 0.390.